Predict the reaction yield, written as a fraction of the theoretical maximum amount of product (1.0 means a 100% yield; for example, 0.34 means a 34% yield). From a dataset of Reaction yield outcomes from USPTO patents with 853,638 reactions. The reactants are [CH3:1][C:2]1[N:29]=[C:5]2[NH:6][C:7](=[O:28])[C:8]([CH2:13][C:14]3[CH:19]=[CH:18][C:17]([C:20]4[C:21]([C:26]#[N:27])=[CH:22][CH:23]=[CH:24][CH:25]=4)=[CH:16][CH:15]=3)=[C:9]([CH2:10][CH2:11][CH3:12])[N:4]2[N:3]=1.[CH3:30][C:31]1([CH2:35]O)[CH2:34][O:33][CH2:32]1.C(P(CCCC)CCCC)CCC.N(C(N1CCCCC1)=O)=NC(N1CCCCC1)=O. The catalyst is C1COCC1.C(OCC)(=O)C. The product is [CH3:1][C:2]1[N:29]=[C:5]2[N:6]([CH2:30][C:31]3([CH3:35])[CH2:34][O:33][CH2:32]3)[C:7](=[O:28])[C:8]([CH2:13][C:14]3[CH:19]=[CH:18][C:17]([C:20]4[C:21]([C:26]#[N:27])=[CH:22][CH:23]=[CH:24][CH:25]=4)=[CH:16][CH:15]=3)=[C:9]([CH2:10][CH2:11][CH3:12])[N:4]2[N:3]=1. The yield is 0.160.